Regression. Given a peptide amino acid sequence and an MHC pseudo amino acid sequence, predict their binding affinity value. This is MHC class II binding data. From a dataset of Peptide-MHC class II binding affinity with 134,281 pairs from IEDB. (1) The peptide sequence is CISMIGLCACVVDVW. The MHC is DRB1_0405 with pseudo-sequence DRB1_0405. The binding affinity (normalized) is 0.330. (2) The peptide sequence is INSMKTSFSSRLLIN. The MHC is DRB1_0401 with pseudo-sequence DRB1_0401. The binding affinity (normalized) is 0.514. (3) The peptide sequence is EKKYFAATQFEPIAA. The MHC is HLA-DQA10501-DQB10301 with pseudo-sequence HLA-DQA10501-DQB10301. The binding affinity (normalized) is 0.238. (4) The peptide sequence is RLLDILEAIKLIRKK. The binding affinity (normalized) is 0.110. The MHC is H-2-IAb with pseudo-sequence H-2-IAb. (5) The peptide sequence is HLRKVILSEISFHLV. The MHC is DRB1_1101 with pseudo-sequence DRB1_1101. The binding affinity (normalized) is 0.547. (6) The peptide sequence is IVLNHMTGAQSGKGT. The MHC is HLA-DQA10104-DQB10503 with pseudo-sequence HLA-DQA10104-DQB10503. The binding affinity (normalized) is 0.131. (7) The binding affinity (normalized) is 0.398. The peptide sequence is GLFGGLNWITKVIMG. The MHC is HLA-DQA10303-DQB10402 with pseudo-sequence HLA-DQA10303-DQB10402.